Dataset: Full USPTO retrosynthesis dataset with 1.9M reactions from patents (1976-2016). Task: Predict the reactants needed to synthesize the given product. (1) Given the product [F:12][C:11]1[C:2]([F:1])=[C:3]2[C:4]([CH:21]=[CH:20][CH:19]([CH:22]3[CH2:23][CH2:24][CH:25]([CH2:28][CH2:29][CH3:30])[CH2:26][CH2:27]3)[O:18]2)=[C:5]2[CH2:6][CH2:7][CH:8]([CH2:13][CH2:14][CH2:15][CH2:16][CH3:17])[O:9][C:10]=12, predict the reactants needed to synthesize it. The reactants are: [F:1][C:2]1[C:11]([F:12])=[C:10]2[C:5]([CH2:6][CH2:7][CH:8]([CH2:13][CH2:14][CH2:15][CH2:16][CH3:17])[O:9]2)=[CH:4][C:3]=1[O:18][CH:19]([CH:22]1[CH2:27][CH2:26][CH:25]([CH2:28][CH2:29][CH3:30])[CH2:24][CH2:23]1)[C:20]#[CH:21].[F-].[K+].O.Cl. (2) Given the product [CH3:34][NH:33][CH:31]([CH3:32])[C:30]([NH:29][CH:20]1[CH:19]2[C:18](=[O:43])[CH2:17][CH:16]([C:14]([NH:13][CH:6]([C:7]3[CH:8]=[CH:9][CH:10]=[CH:11][CH:12]=3)[C:5]([OH:44])=[O:4])=[O:15])[CH2:28][N:26]3[C:27]2=[C:23]([CH:24]=[CH:25]3)[CH2:22][CH2:21]1)=[O:42], predict the reactants needed to synthesize it. The reactants are: C([O:4][C:5](=[O:44])[CH:6]([NH:13][C:14]([CH:16]1[CH2:28][N:26]2[C:27]3[CH:19]([CH:20]([NH:29][C:30](=[O:42])[CH:31]([N:33](C(OC(C)(C)C)=O)[CH3:34])[CH3:32])[CH2:21][CH2:22][C:23]=3[CH:24]=[CH:25]2)[C:18](=[O:43])[CH2:17]1)=[O:15])[C:7]1[CH:12]=[CH:11][CH:10]=[CH:9][CH:8]=1)(C)C.C(O)(C(F)(F)F)=O. (3) Given the product [CH3:32][N:6]1[C:2](=[O:1])[CH2:3][CH2:4][C@H:5]1[CH2:7][N:8]1[C:16]2[C:11](=[CH:12][CH:13]=[CH:14][CH:15]=2)[C:10]2([CH2:20][O:19][C:18]3[CH:21]=[C:22]4[C:26](=[CH:27][C:17]2=3)[CH2:25][CH2:24][O:23]4)[C:9]1=[O:28], predict the reactants needed to synthesize it. The reactants are: [O:1]=[C:2]1[NH:6][C@H:5]([CH2:7][N:8]2[C:16]3[C:11](=[CH:12][CH:13]=[CH:14][CH:15]=3)[C:10]3([CH2:20][O:19][C:18]4[CH:21]=[C:22]5[C:26](=[CH:27][C:17]3=4)[CH2:25][CH2:24][O:23]5)[C:9]2=[O:28])[CH2:4][CH2:3]1.[H-].[Na+].I[CH3:32]. (4) Given the product [NH:6]1[CH:2]=[N:3][C:4]([CH2:7][CH2:8][C:9]([OH:11])=[O:10])=[N:5]1, predict the reactants needed to synthesize it. The reactants are: S[C:2]1[NH:6][N:5]=[C:4]([CH2:7][CH2:8][C:9]([O:11]CC)=[O:10])[N:3]=1.N([O-])=O.[Na+].[N+]([O-])(O)=O.C(=O)([O-])[O-].[Na+].[Na+]. (5) Given the product [Cl:1][C:2]1[CH:3]=[C:4]([C:8]2[N:9]=[CH:10][C:11]([CH2:14][OH:15])=[CH:12][N:13]=2)[CH:5]=[CH:6][CH:7]=1, predict the reactants needed to synthesize it. The reactants are: [Cl:1][C:2]1[CH:3]=[C:4]([C:8]2[N:13]=[CH:12][C:11]([C:14](OC)=[O:15])=[CH:10][N:9]=2)[CH:5]=[CH:6][CH:7]=1.CC(C[AlH]CC(C)C)C.Cl.C([O-])(O)=O.[Na+].